Dataset: Reaction yield outcomes from USPTO patents with 853,638 reactions. Task: Predict the reaction yield, written as a fraction of the theoretical maximum amount of product (1.0 means a 100% yield; for example, 0.34 means a 34% yield). The reactants are [F:1][C:2]1[CH:3]=[N:4][C:5](Cl)=[N:6][CH:7]=1.C(N(C(C)C)CC)(C)C.[Cl-].[S:19]1[C:23]([C@:24]23[CH2:32][NH2+:31][CH2:30][C@H:29]2[CH2:28][S:27][C:26]([NH:33][C:34](=[O:41])[C:35]2[CH:40]=[CH:39][CH:38]=[CH:37][CH:36]=2)=[N:25]3)=[CH:22][CH:21]=[N:20]1.O. The catalyst is CN1CCCC1=O. The product is [F:1][C:2]1[CH:3]=[N:4][C:5]([N:31]2[CH2:30][C@@H:29]3[C@@:24]([C:23]4[S:19][N:20]=[CH:21][CH:22]=4)([N:25]=[C:26]([NH:33][C:34](=[O:41])[C:35]4[CH:36]=[CH:37][CH:38]=[CH:39][CH:40]=4)[S:27][CH2:28]3)[CH2:32]2)=[N:6][CH:7]=1. The yield is 0.720.